Dataset: Reaction yield outcomes from USPTO patents with 853,638 reactions. Task: Predict the reaction yield, written as a fraction of the theoretical maximum amount of product (1.0 means a 100% yield; for example, 0.34 means a 34% yield). (1) The yield is 0.840. The product is [F:29][C:30]([F:38])([F:39])[C:31]1[CH:32]=[C:33]([NH:34][C:7]([C:6]2[CH:5]=[C:4]([C:10]3[CH:15]=[CH:14][CH:13]=[CH:12][CH:11]=3)[N:3]([CH2:16][CH2:17][CH2:18][N:19]3[CH2:24][CH2:23][O:22][CH2:21][CH2:20]3)[C:2]=2[CH3:1])=[O:9])[CH:35]=[CH:36][CH:37]=1. The reactants are [CH3:1][C:2]1[N:3]([CH2:16][CH2:17][CH2:18][N:19]2[CH2:24][CH2:23][O:22][CH2:21][CH2:20]2)[C:4]([C:10]2[CH:15]=[CH:14][CH:13]=[CH:12][CH:11]=2)=[CH:5][C:6]=1[C:7]([OH:9])=O.S(Cl)(Cl)=O.[F:29][C:30]([F:39])([F:38])[C:31]1[CH:32]=[C:33]([CH:35]=[CH:36][CH:37]=1)[NH2:34].CCN(C(C)C)C(C)C. The catalyst is C(Cl)Cl.O.CN(C=O)C. (2) The reactants are [Br:1][C:2]1[CH:7]=[CH:6][C:5]([OH:8])=[C:4]([C:9]2[N:10]=[CH:11][NH:12][CH:13]=2)[CH:3]=1.C(N(CC)CC)C.[C:21](Cl)(=[O:26])[C:22]([CH3:25])([CH3:24])[CH3:23].O. The catalyst is ClCCl.CN(C1C=CN=CC=1)C. The product is [C:21]([O:8][C:5]1[CH:6]=[CH:7][C:2]([Br:1])=[CH:3][C:4]=1[C:9]1[N:10]=[CH:11][NH:12][CH:13]=1)(=[O:26])[C:22]([CH3:25])([CH3:24])[CH3:23]. The yield is 0.310. (3) The reactants are [NH2:1][C:2]1[C:3]2[S:11][CH:10]=[C:9]([C:12]3[CH:13]=[C:14]([S:18]([NH:21][CH3:22])(=[O:20])=[O:19])[CH:15]=[CH:16][CH:17]=3)[C:4]=2[N:5]=[C:6](Cl)[N:7]=1.[CH3:23][O:24][C:25]1[CH:26]=[C:27]([NH2:35])[CH:28]=[C:29]([O:33][CH3:34])[C:30]=1[O:31][CH3:32]. No catalyst specified. The product is [NH2:1][C:2]1[C:3]2[S:11][CH:10]=[C:9]([C:12]3[CH:13]=[C:14]([S:18]([NH:21][CH3:22])(=[O:20])=[O:19])[CH:15]=[CH:16][CH:17]=3)[C:4]=2[N:5]=[C:6]([NH:35][C:27]2[CH:28]=[C:29]([O:33][CH3:34])[C:30]([O:31][CH3:32])=[C:25]([O:24][CH3:23])[CH:26]=2)[N:7]=1. The yield is 0.770.